Dataset: Catalyst prediction with 721,799 reactions and 888 catalyst types from USPTO. Task: Predict which catalyst facilitates the given reaction. (1) Reactant: [C:1]([C:4]1[CH:8]=[C:7]([C:9]([OH:11])=O)[NH:6][N:5]=1)(=[O:3])[CH3:2].CCN(C(C)C)C(C)C.CN(C(ON1N=NC2C=CC=CC1=2)=[N+](C)C)C.F[P-](F)(F)(F)(F)F.CCN=C=NCCCN(C)C.[NH2:56][C@@H:57]([CH3:73])[CH2:58][N:59]1[CH:63]=[CH:62][C:61]([C:64]2[CH:71]=[CH:70][C:67]([C:68]#[N:69])=[C:66]([Cl:72])[CH:65]=2)=[N:60]1. Product: [C:1]([C:4]1[NH:5][N:6]=[C:7]([C:9]([NH:56][C@@H:57]([CH3:73])[CH2:58][N:59]2[CH:63]=[CH:62][C:61]([C:64]3[CH:71]=[CH:70][C:67]([C:68]#[N:69])=[C:66]([Cl:72])[CH:65]=3)=[N:60]2)=[O:11])[CH:8]=1)(=[O:3])[CH3:2]. The catalyst class is: 2. (2) Reactant: C1CCC(N=C=NC2CCCCC2)CC1.[C:16](O)(=[O:20])[CH2:17][CH2:18][CH3:19].[C:22]([O:26][C:27]([NH:29][C@H:30]([C:34]([O:36][CH2:37][CH2:38][C@@H:39]([CH2:52][OH:53])[CH2:40][N:41]1[CH:49]=[N:48][C:47]2[C:46](=[O:50])[NH:45][C:44]([NH2:51])=[N:43][C:42]1=2)=[O:35])[CH:31]([CH3:33])[CH3:32])=[O:28])([CH3:25])([CH3:24])[CH3:23]. Product: [C:22]([O:26][C:27]([NH:29][C@H:30]([C:34]([O:36][CH2:37][CH2:38][C@@H:39]([CH2:52][O:53][C:16](=[O:20])[CH2:17][CH2:18][CH3:19])[CH2:40][N:41]1[CH:49]=[N:48][C:47]2[C:46](=[O:50])[NH:45][C:44]([NH2:51])=[N:43][C:42]1=2)=[O:35])[CH:31]([CH3:33])[CH3:32])=[O:28])([CH3:23])([CH3:24])[CH3:25]. The catalyst class is: 4. (3) Reactant: [Br:1][C:2]1[C:3]([Cl:22])=[C:4]([C:9]2[S:10](=[O:21])(=[O:20])[CH2:11][C:12]3[N:13]=[CH:14][CH:15]=[N:16][C:17]=3[C:18]=2[OH:19])[C:5]([F:8])=[CH:6][CH:7]=1.N1C=CC=CC=1.[C:29](Cl)(=[O:33])[CH:30]([CH3:32])[CH3:31]. Product: [Br:1][C:2]1[C:3]([Cl:22])=[C:4]([C:9]2[S:10](=[O:21])(=[O:20])[CH2:11][C:12]3[N:13]=[CH:14][CH:15]=[N:16][C:17]=3[C:18]=2[O:19][C:29](=[O:33])[CH:30]([CH3:32])[CH3:31])[C:5]([F:8])=[CH:6][CH:7]=1. The catalyst class is: 4. (4) Reactant: Cl[C:2]1[CH:7]=[C:6]([CH3:8])[N:5]=[C:4]([NH:9][C:10]2[CH:15]=[CH:14][C:13]([N:16]3[CH:20]=[C:19]([CH3:21])[N:18]=[CH:17]3)=[C:12]([O:22][CH3:23])[CH:11]=2)[N:3]=1.[CH3:24][O-:25].[Na+]. Product: [CH3:23][O:22][C:12]1[CH:11]=[C:10]([NH:9][C:4]2[N:3]=[C:2]([O:25][CH3:24])[CH:7]=[C:6]([CH3:8])[N:5]=2)[CH:15]=[CH:14][C:13]=1[N:16]1[CH:20]=[C:19]([CH3:21])[N:18]=[CH:17]1. The catalyst class is: 5. (5) Reactant: [C:1]([Si:5]([CH3:28])([CH3:27])[O:6][CH2:7][CH:8]1[CH2:13][CH:12]([S:14]([C:17]2[CH:22]=[CH:21][CH:20]=[C:19]([C:23]([F:26])([F:25])[F:24])[CH:18]=2)(=[O:16])=[O:15])[CH2:11][CH2:10][O:9]1)([CH3:4])([CH3:3])[CH3:2].[CH3:29][Si]([N-][Si](C)(C)C)(C)C.[Na+].C1OCCOCCOCCOCCOC1. Product: [C:1]([Si:5]([CH3:28])([CH3:27])[O:6][CH2:7][CH:8]1[CH2:13][C:12]([CH3:29])([S:14]([C:17]2[CH:22]=[CH:21][CH:20]=[C:19]([C:23]([F:26])([F:24])[F:25])[CH:18]=2)(=[O:15])=[O:16])[CH2:11][CH2:10][O:9]1)([CH3:4])([CH3:3])[CH3:2]. The catalyst class is: 49. (6) Reactant: [OH-].C([N+](C)(C)C)C1C=CC=CC=1.[OH:13][CH2:14][CH2:15][C:16]1[S:20][CH:19]=[C:18]([CH2:21][CH2:22][N:23]2[CH2:43][CH2:42][C:26]3([O:31][CH2:30][CH2:29][N:28]([C:32]([C:34]4[N:35]=[C:36]([CH:39]([CH3:41])[CH3:40])[S:37][CH:38]=4)=[O:33])[CH2:27]3)[CH2:25][CH2:24]2)[CH:17]=1.[C:44]([O:48][C:49]([CH3:52])([CH3:51])[CH3:50])(=[O:47])[CH:45]=[CH2:46].C(#N)C. Product: [CH:39]([C:36]1[S:37][CH:38]=[C:34]([C:32]([N:28]2[CH2:27][C:26]3([CH2:42][CH2:43][N:23]([CH2:22][CH2:21][C:18]4[CH:17]=[C:16]([CH2:15][CH2:14][O:13][CH2:46][CH2:45][C:44]([O:48][C:49]([CH3:52])([CH3:51])[CH3:50])=[O:47])[S:20][CH:19]=4)[CH2:24][CH2:25]3)[O:31][CH2:30][CH2:29]2)=[O:33])[N:35]=1)([CH3:40])[CH3:41]. The catalyst class is: 11. (7) Reactant: [Br:1][C:2]1[CH:7]=[C:6](F)[CH:5]=[CH:4][C:3]=1[N+:9]([O-:11])=[O:10].[CH:12]12[NH:18][CH:15]([CH2:16][CH2:17]1)[CH2:14][CH2:13]2. Product: [Br:1][C:2]1[CH:7]=[C:6]([N:18]2[CH:12]3[CH2:17][CH2:16][CH:15]2[CH2:14][CH2:13]3)[CH:5]=[CH:4][C:3]=1[N+:9]([O-:11])=[O:10]. The catalyst class is: 16. (8) Reactant: [Na+].[C:2]1([CH2:8][C:9](=[O:13])[C:10]([O-:12])=[O:11])[CH:7]=[CH:6][CH:5]=[CH:4][CH:3]=1.I[CH2:15][CH2:16][CH2:17][CH2:18]I.O1CCCC1.[OH-].[Na+]. Product: [O:13]=[C:9]([C:8]1([C:2]2[CH:7]=[CH:6][CH:5]=[CH:4][CH:3]=2)[CH2:18][CH2:17][CH2:16][CH2:15]1)[C:10]([OH:12])=[O:11]. The catalyst class is: 6. (9) Reactant: C([O:4][CH2:5][C@H:6]1[C@H:11]([C:12]2[CH:17]=[CH:16][C:15]([F:18])=[CH:14][CH:13]=2)[CH2:10][CH2:9][N:8]([C:19]([O:21][CH2:22][C:23]2[CH:28]=[CH:27][CH:26]=[CH:25][CH:24]=2)=[O:20])[CH2:7]1)(=O)C.C[O-].[Na+]. Product: [CH2:22]([O:21][C:19]([N:8]1[CH2:9][CH2:10][C@@H:11]([C:12]2[CH:17]=[CH:16][C:15]([F:18])=[CH:14][CH:13]=2)[C@H:6]([CH2:5][OH:4])[CH2:7]1)=[O:20])[C:23]1[CH:28]=[CH:27][CH:26]=[CH:25][CH:24]=1. The catalyst class is: 5.